Task: Predict which catalyst facilitates the given reaction.. Dataset: Catalyst prediction with 721,799 reactions and 888 catalyst types from USPTO (1) Reactant: [NH2:1][C@@H:2]1[CH2:7][CH2:6][C@H:5]([NH:8][C:9](=[O:23])[C:10]2[CH:15]=[CH:14][C:13]([C:16]3[CH:21]=[CH:20][CH:19]=[C:18]([F:22])[CH:17]=3)=[N:12][CH:11]=2)[CH2:4][CH2:3]1.C1C=NC2N(O)N=NC=2C=1.[OH:34][C:35]([CH3:40])([CH3:39])[C:36](O)=[O:37].C(Cl)CCl. Product: [F:22][C:18]1[CH:17]=[C:16]([C:13]2[CH:14]=[CH:15][C:10]([C:9]([NH:8][C@H:5]3[CH2:4][CH2:3][C@@H:2]([NH:1][C:36](=[O:37])[C:35]([OH:34])([CH3:40])[CH3:39])[CH2:7][CH2:6]3)=[O:23])=[CH:11][N:12]=2)[CH:21]=[CH:20][CH:19]=1. The catalyst class is: 18. (2) Reactant: Cl[C:2]1[C:7]([N+:8]([O-:10])=[O:9])=[CH:6][C:5]([N+:11]([O-])=O)=[CH:4][N:3]=1.[C:14](N)(=[S:20])[C:15]([O:17][CH2:18][CH3:19])=[O:16].S1(CCCC1)(=O)=O.O. Product: [N+:8]([C:7]1[CH:6]=[C:5]2[N:11]=[C:14]([C:15]([O:17][CH2:18][CH3:19])=[O:16])[S:20][C:4]2=[N:3][CH:2]=1)([O-:10])=[O:9]. The catalyst class is: 25.